This data is from Catalyst prediction with 721,799 reactions and 888 catalyst types from USPTO. The task is: Predict which catalyst facilitates the given reaction. Reactant: C(OC([NH:8][CH2:9][CH2:10][S:11][C:12]1[C:13]([C:20]([O:22][CH2:23][CH3:24])=[O:21])=[N:14][C:15]([O:18][CH3:19])=[N:16][CH:17]=1)=O)(C)(C)C.C(O)(C(F)(F)F)=O. Product: [NH2:8][CH2:9][CH2:10][S:11][C:12]1[C:13]([C:20]([O:22][CH2:23][CH3:24])=[O:21])=[N:14][C:15]([O:18][CH3:19])=[N:16][CH:17]=1. The catalyst class is: 12.